From a dataset of Reaction yield outcomes from USPTO patents with 853,638 reactions. Predict the reaction yield, written as a fraction of the theoretical maximum amount of product (1.0 means a 100% yield; for example, 0.34 means a 34% yield). The reactants are C([O:3][C:4](=O)[C:5]([NH:14][C:15]([O:17][CH3:18])=[O:16])([CH3:13])[CH2:6][CH2:7][C:8]1[S:9][CH:10]=[CH:11][CH:12]=1)C.[BH4-].[Na+].[Cl-].[Li+]. The catalyst is C(O)C.O1CCCC1. The product is [CH3:18][O:17][C:15]([NH:14][C:5]([CH3:13])([CH2:6][CH2:7][C:8]1[S:9][CH:10]=[CH:11][CH:12]=1)[CH2:4][OH:3])=[O:16]. The yield is 0.930.